This data is from Forward reaction prediction with 1.9M reactions from USPTO patents (1976-2016). The task is: Predict the product of the given reaction. Given the reactants [CH3:1][C:2]1[CH:3]=[CH:4][C:5]([NH:21][C:22]([C:24]2[CH:25]=[CH:26][C:27]([CH2:30][N:31]3[CH2:36][CH2:35][N:34]([CH3:37])[CH2:33][CH2:32]3)=[CH:28][CH:29]=2)=[O:23])=[CH:6][C:7]=1[NH:8][C:9]1[N:10]=[CH:11][CH:12]=[C:13]([C:15]2[CH:16]=[CH:17][CH:18]=[N:19][CH:20]=2)[N:14]=1.[C:38]([O:44][CH2:45][I:46])(=[O:43])[C:39]([CH3:42])([CH3:41])[CH3:40], predict the reaction product. The product is: [I-:46].[I-:46].[CH3:37][N+:34]1([CH2:45][O:44][C:38](=[O:43])[C:39]([CH3:42])([CH3:41])[CH3:40])[CH2:33][CH2:32][N:31]([CH2:30][C:27]2[CH:28]=[CH:29][C:24]([C:22](=[O:23])[NH:21][C:5]3[CH:4]=[CH:3][C:2]([CH3:1])=[C:7]([NH:8][C:9]4[N:14]=[C:13]([C:15]5[CH:20]=[N+:19]([CH2:45][O:44][C:38](=[O:43])[C:39]([CH3:42])([CH3:41])[CH3:40])[CH:18]=[CH:17][CH:16]=5)[CH:12]=[CH:11][N:10]=4)[CH:6]=3)=[CH:25][CH:26]=2)[CH2:36][CH2:35]1.